Predict the reactants needed to synthesize the given product. From a dataset of Full USPTO retrosynthesis dataset with 1.9M reactions from patents (1976-2016). (1) Given the product [ClH:1].[CH3:2][O:3][C:4](=[O:31])[CH2:5][C@H:6]1[CH2:7][CH2:8][C@H:9]([C:12]2[CH:13]=[CH:14][C:15]([NH:18][C:19](=[O:30])[CH2:20][CH2:21][NH2:22])=[CH:16][CH:17]=2)[CH2:10][CH2:11]1, predict the reactants needed to synthesize it. The reactants are: [ClH:1].[CH3:2][O:3][C:4](=[O:31])[CH2:5][C@H:6]1[CH2:11][CH2:10][C@H:9]([C:12]2[CH:17]=[CH:16][C:15]([NH:18][C:19](=[O:30])[CH2:20][CH2:21][NH:22]C(OC(C)(C)C)=O)=[CH:14][CH:13]=2)[CH2:8][CH2:7]1. (2) Given the product [CH3:69][C:70]1([CH3:83])[O:74][C:73](=[O:75])[N:72]([C:2]2[CH:20]=[CH:19][C:5]([C:6]([NH:8][C:9]3[CH:10]=[CH:11][CH:12]=[C:13]4[C:18]=3[N:17]=[CH:16][CH:15]=[CH:14]4)=[O:7])=[CH:4][CH:3]=2)[C@H:71]1[C:76]1[CH:81]=[CH:80][CH:79]=[CH:78][C:77]=1[CH3:82], predict the reactants needed to synthesize it. The reactants are: I[C:2]1[CH:20]=[CH:19][C:5]([C:6]([NH:8][C:9]2[CH:10]=[CH:11][CH:12]=[C:13]3[C:18]=2[N:17]=[CH:16][CH:15]=[CH:14]3)=[O:7])=[CH:4][CH:3]=1.C(=O)([O-])[O-].[Cs+].[Cs+].CC1(C)C2C(=C(P(C3C=CC=CC=3)C3C=CC=CC=3)C=CC=2)OC2C(P(C3C=CC=CC=3)C3C=CC=CC=3)=CC=CC1=2.[CH3:69][C:70]1([CH3:83])[O:74][C:73](=[O:75])[NH:72][C@H:71]1[C:76]1[CH:81]=[CH:80][CH:79]=[CH:78][C:77]=1[CH3:82].